From a dataset of Reaction yield outcomes from USPTO patents with 853,638 reactions. Predict the reaction yield, written as a fraction of the theoretical maximum amount of product (1.0 means a 100% yield; for example, 0.34 means a 34% yield). (1) The product is [CH2:22]([NH:24][C:13]1[N:14]=[C:15]([CH3:16])[C:10]2[CH:9]=[CH:8][C:7](=[O:21])[N:6]([CH2:5][CH2:4][CH2:3][O:2][CH3:1])[C:11]=2[N:12]=1)[CH3:23]. The catalyst is C1COCC1. The reactants are [CH3:1][O:2][CH2:3][CH2:4][CH2:5][N:6]1[C:11]2[N:12]=[C:13](S(C)(=O)=O)[N:14]=[C:15]([CH3:16])[C:10]=2[CH:9]=[CH:8][C:7]1=[O:21].[CH2:22]([NH2:24])[CH3:23]. The yield is 0.500. (2) The reactants are FC(F)(F)C(O)=O.[CH:8]([N:11]1[C:15]([C:16]2[N:25]=[C:24]3[N:18]([CH2:19][CH2:20][O:21][C:22]4[CH:29]=[C:28]([CH:30]5[CH2:35][CH2:34][NH:33][CH2:32][CH2:31]5)[CH:27]=[CH:26][C:23]=43)[CH:17]=2)=[N:14][CH:13]=[N:12]1)([CH3:10])[CH3:9].C(=O)([O-])[O-].[K+].[K+].[C:42]([NH:46][C:47](=[O:50])[CH2:48]Cl)([CH3:45])([CH3:44])[CH3:43]. The catalyst is C1COCC1.C(Cl)Cl. The product is [C:42]([NH:46][C:47](=[O:50])[CH2:48][N:33]1[CH2:34][CH2:35][CH:30]([C:28]2[CH:27]=[CH:26][C:23]3[C:24]4[N:18]([CH:17]=[C:16]([C:15]5[N:11]([CH:8]([CH3:10])[CH3:9])[N:12]=[CH:13][N:14]=5)[N:25]=4)[CH2:19][CH2:20][O:21][C:22]=3[CH:29]=2)[CH2:31][CH2:32]1)([CH3:45])([CH3:44])[CH3:43]. The yield is 0.560. (3) The product is [Cl:26][CH2:25][C@H:13]1[C:12]2[C:11]3[CH:27]=[CH:28][CH:29]=[CH:30][C:10]=3[C:9]([OH:8])=[CH:17][C:16]=2[N:15]([C:18]([O:20][C:21]([CH3:24])([CH3:23])[CH3:22])=[O:19])[CH2:14]1. The reactants are C([O:8][C:9]1[C:10]2[CH:30]=[CH:29][CH:28]=[CH:27][C:11]=2[C:12]2[C@H:13]([CH2:25][Cl:26])[CH2:14][N:15]([C:18]([O:20][C:21]([CH3:24])([CH3:23])[CH3:22])=[O:19])[C:16]=2[CH:17]=1)C1C=CC=CC=1.C([O-])=O.[NH4+]. The yield is 0.900. The catalyst is C1COCC1.[Pd]. (4) The reactants are Br[C:2]1[CH:7]=[CH:6][N:5]=[C:4]2[N:8]([S:14]([C:17]3[CH:22]=[CH:21][CH:20]=[CH:19][CH:18]=3)(=[O:16])=[O:15])[C:9]([CH:11]([F:13])[F:12])=[CH:10][C:3]=12.[O:23]=[S:24]1(=[O:48])[CH2:28][CH2:27][CH:26]([NH:29][S:30]([C:33]2[CH:38]=[CH:37][C:36](B3OC(C)(C)C(C)(C)O3)=[CH:35][CH:34]=2)(=[O:32])=[O:31])[CH2:25]1.C(=O)([O-])[O-].[Na+].[Na+].C(Cl)Cl. The catalyst is O1CCOCC1.O.[Cl-].[Na+].O.[Pd].C1(P([C-]2C=CC=C2)C2C=CC=CC=2)C=CC=CC=1.[C-]1(P(C2C=CC=CC=2)C2C=CC=CC=2)C=CC=C1.[Fe+2]. The product is [F:12][CH:11]([F:13])[C:9]1[N:8]([S:14]([C:17]2[CH:22]=[CH:21][CH:20]=[CH:19][CH:18]=2)(=[O:16])=[O:15])[C:4]2=[N:5][CH:6]=[CH:7][C:2]([C:36]3[CH:35]=[CH:34][C:33]([S:30]([NH:29][CH:26]4[CH2:27][CH2:28][S:24](=[O:23])(=[O:48])[CH2:25]4)(=[O:31])=[O:32])=[CH:38][CH:37]=3)=[C:3]2[CH:10]=1. The yield is 0.560. (5) The reactants are [NH2:1][C:2]1[CH:7]=[CH:6][CH:5]=[CH:4][CH:3]=1.I[C:9]1[CH:14]=[CH:13][C:12]([O:15][CH3:16])=[CH:11][CH:10]=1.C(=O)([O-])[O-].[K+].[K+].[CH2:23]1[O:40][CH2:39][CH2:38]O[CH2:38][CH2:39][O:40][CH2:23][CH2:23][O:40][CH2:39][CH2:38]O[CH2:38][CH2:39][O:40][CH2:23]1. The catalyst is ClC1C=CC=CC=1Cl.[Cu]. The product is [CH3:16][O:15][C:12]1[CH:13]=[CH:14][C:9]([N:1]([C:2]2[CH:7]=[CH:38][C:39]([O:40][CH3:23])=[CH:4][CH:3]=2)[C:2]2[CH:7]=[CH:6][CH:5]=[CH:4][CH:3]=2)=[CH:10][CH:11]=1. The yield is 0.701. (6) The reactants are [C:1]([O:5][C:6]([NH:8][CH2:9][CH2:10][CH2:11][NH:12][C:13]1[CH:14]=[C:15]([CH:20]=[CH:21][C:22]=1[N+:23]([O-])=O)[C:16]([O:18][CH3:19])=[O:17])=[O:7])([CH3:4])([CH3:3])[CH3:2]. The catalyst is C(OCC)(=O)C.CO.[Pd]. The product is [NH2:23][C:22]1[CH:21]=[CH:20][C:15]([C:16]([O:18][CH3:19])=[O:17])=[CH:14][C:13]=1[NH:12][CH2:11][CH2:10][CH2:9][NH:8][C:6]([O:5][C:1]([CH3:4])([CH3:3])[CH3:2])=[O:7]. The yield is 0.830. (7) The reactants are [C:1]([C:5]1[CH:23]=[C:8]2[N:9]=[C:10]([CH3:22])[C:11]([CH:14]([CH2:19][CH2:20][CH3:21])[C:15]([O:17][CH3:18])=[O:16])=[C:12](Cl)[N:7]2[N:6]=1)([CH3:4])([CH3:3])[CH3:2].[CH3:24][N:25]1[C:33]2[C:28](=[CH:29][C:30](B3OC(C)(C)C(C)(C)O3)=[CH:31][CH:32]=2)[CH:27]=[CH:26]1.C(N([CH:49]([CH3:51])[CH3:50])CC)(C)C.[CH3:52]OCCOC.O. No catalyst specified. The product is [C:1]([C:5]1[CH:23]=[C:8]2[N:9]=[C:10]([CH3:22])[C:11]([CH:14]([CH2:19][C:20]3[CH:50]=[CH:49][CH:51]=[CH:52][CH:21]=3)[C:15]([O:17][CH3:18])=[O:16])=[C:12]([C:30]3[CH:29]=[C:28]4[C:33](=[CH:32][CH:31]=3)[N:25]([CH3:24])[CH:26]=[CH:27]4)[N:7]2[N:6]=1)([CH3:4])([CH3:3])[CH3:2]. The yield is 0.770.